Dataset: Peptide-MHC class II binding affinity with 134,281 pairs from IEDB. Task: Regression. Given a peptide amino acid sequence and an MHC pseudo amino acid sequence, predict their binding affinity value. This is MHC class II binding data. (1) The binding affinity (normalized) is 0.785. The MHC is DRB1_0901 with pseudo-sequence DRB1_0901. The peptide sequence is QLGELYYAIHKASPV. (2) The MHC is DRB1_0901 with pseudo-sequence DRB1_0901. The peptide sequence is ALVGAALHPFALLLV. The binding affinity (normalized) is 0.851. (3) The peptide sequence is NLIDTKCYKLEHPVTGCG. The MHC is DRB1_0701 with pseudo-sequence DRB1_0701. The binding affinity (normalized) is 0.174.